Dataset: Experimentally validated miRNA-target interactions with 360,000+ pairs, plus equal number of negative samples. Task: Binary Classification. Given a miRNA mature sequence and a target amino acid sequence, predict their likelihood of interaction. (1) The miRNA is hsa-miR-186-5p with sequence CAAAGAAUUCUCCUUUUGGGCU. The protein sequence of the target gene is MAAAAAAAAATEQQGSNGPVKKSMREKAVERRNVNKEHNSNFKAGYIPIDEDRLHKTGLRGRKGNLAICVIVLLFILAVINLLITLVIWAVIRIGPNGCDSMEFHESGLLRFKQVSDMGVIHPLYKSTVGGRRNENLVITGNNQPIVFQQGTTKLSVEKNKTSITSDIGMQFFDPRTHNILFSTDYETHEFHLPSGVKSLNVQKASTERITSNATSDLNIKVDGRAIVRGNEGVFIMGKTIEFHMGGDVELKAENSIILNGTVMVSPTRLPSSSSGDQSGSGDWVRYKLCMCADGTLFKV.... Result: 0 (no interaction). (2) The miRNA is rno-miR-378a-3p with sequence ACUGGACUUGGAGUCAGAAGG. The protein sequence of the target gene is MNVTSLFSFTSPAVKRLLGWKQGDEEEKWAEKAVDALVKKLKKKKGAMEELEKALSCPGQPSNCVTIPRSLDGRLQVSHRKGLPHVIYCRVWRWPDLQSHHELKPLECCEFPFGSKQKEVCINPYHYKRVESPVLPPVLVPRHSEYNPQHSLLAQFRNLGQNEPHMPLNATFPDSFQQPNSHPFPHSPNSSYPNSPGSSSSTYPHSPTSSDPGSPFQMPADTPPPAYLPPEDPMTQDGSQPMDTNMMAPPLPSEINRGDVQAVAYEEPKHWCSIVYYELNNRVGEAFHASSTSVLVDGFT.... Result: 0 (no interaction). (3) The miRNA is hsa-miR-153-5p with sequence UCAUUUUUGUGAUGUUGCAGCU. The protein sequence of the target gene is MNCEREQLRGNQEAAAAPDTMAQPYASAQFAPPQNGIPAEYTAPHPHPAPEYTGQTTVPEHTLNLYPPAQTHSEQSPADTSAQTVSGTATQTDDAAPTDGQPQTQPSENTENKSQPKRLHVSNIPFRFRDPDLRQMFGQFGKILDVEIIFNERGSKGFGFVTFENSADADRAREKLHGTVVEGRKIEVNNATARVMTNKKTVNPYTNGWKLNPVVGAVYSPEFYAGTVLLCQANQEGSSMYSAPSSLVYTSAMPGFPYPAATAAAAYRGAHLRGRGRTVYNTFRAAAPPPPIPAYGGVVY.... Result: 1 (interaction). (4) Result: 0 (no interaction). The protein sequence of the target gene is MAASWGQVLALVLVAALWGGTQPLLKRASSGLEQVRERTWAWQLLQEIKALFGNTEYLMPFLLNQSGSLLYYLTLASTDLTLAVPICNSLAIVFTLIVGKVLGEDIGGKEAVAGMVLTITGITVCITSSVSKTQGQPSHS. The miRNA is hsa-miR-585-5p with sequence CUAGCACACAGAUACGCCCAGA. (5) The miRNA is hsa-miR-378d with sequence ACUGGACUUGGAGUCAGAAA. The protein sequence of the target gene is MAEEEFSNTTHETFNFTLHTTLGVTTKLVLPTPAKPILPVQTGEQAQQEEQSSGMTIFFSLLVLAICIILVHLLIRYRLHFLPESVAVVSLGILMGAVIKVIEFKKLANWKEEEMFRPNMFFLLLLPPIIFESGYSLHKGNFFQNIGSITLFAVFGTAISAFVVGGGIYFLGQADVISKLNMTDSFAFGSLISAVDPVATIAIFNALHVDPVLNMLVFGESILNDAVSIVLTNTAEGLTRKHMSDVSGWQTFSQALGYFLKMFFGSAALGTLTGLISALVLKHIDLRKTPSLEFGMMIIF.... Result: 0 (no interaction).